From a dataset of Catalyst prediction with 721,799 reactions and 888 catalyst types from USPTO. Predict which catalyst facilitates the given reaction. (1) Reactant: Cl.Cl.[NH2:3][CH:4]([C:16]1[CH:21]=[CH:20][CH:19]=[C:18]([F:22])[CH:17]=1)[C:5]([O:7][C@@H:8]1[CH:13]2[CH2:14][CH2:15][N:10]([CH2:11][CH2:12]2)[CH2:9]1)=[O:6].CCN(CC)CC.[Cl:30][C:31]1[CH:32]=[N+:33]([O-:60])[CH:34]=[C:35]([Cl:59])[C:36]=1[CH2:37][C@H:38]([O:49][C:50]([C:52]1[S:53][C:54]([CH:57]=O)=[CH:55][CH:56]=1)=[O:51])[C:39]1[CH:44]=[CH:43][C:42]([O:45][CH3:46])=[C:41]([O:47][CH3:48])[CH:40]=1.C(O)(=O)C.[BH-](OC(C)=O)(OC(C)=O)OC(C)=O.[Na+]. Product: [Cl:59][C:35]1[CH:34]=[N+:33]([O-:60])[CH:32]=[C:31]([Cl:30])[C:36]=1[CH2:37][C@H:38]([O:49][C:50]([C:52]1[S:53][C:54]([CH2:57][NH:3][CH:4]([C:16]2[CH:21]=[CH:20][CH:19]=[C:18]([F:22])[CH:17]=2)[C:5](=[O:6])[O:7][C@@H:8]2[CH:13]3[CH2:12][CH2:11][N:10]([CH2:15][CH2:14]3)[CH2:9]2)=[CH:55][CH:56]=1)=[O:51])[C:39]1[CH:44]=[CH:43][C:42]([O:45][CH3:46])=[C:41]([O:47][CH3:48])[CH:40]=1. The catalyst class is: 25. (2) Reactant: [F:1][C:2]1[CH:7]=[CH:6][CH:5]=[C:4]([F:8])[C:3]=1[N:9]1[C:14]2[N:15]=[C:16]([NH:34][CH2:35][C:36]3[NH:37][CH:38]=[CH:39][N:40]=3)[N:17]=[C:18]([C:19]3[CH:20]=[C:21]([CH:30]=[CH:31][C:32]=3[CH3:33])[C:22]([NH:24][C:25]3[S:26][CH:27]=[CH:28][N:29]=3)=[O:23])[C:13]=2[CH:12]=[CH:11][C:10]1=[O:41].[CH3:42][S:43]([OH:46])(=[O:45])=[O:44]. Product: [CH3:42][S:43]([OH:46])(=[O:45])=[O:44].[F:1][C:2]1[CH:7]=[CH:6][CH:5]=[C:4]([F:8])[C:3]=1[N:9]1[C:14]2[N:15]=[C:16]([NH:34][CH2:35][C:36]3[NH:40][CH:39]=[CH:38][N:37]=3)[N:17]=[C:18]([C:19]3[CH:20]=[C:21]([CH:30]=[CH:31][C:32]=3[CH3:33])[C:22]([NH:24][C:25]3[S:26][CH:27]=[CH:28][N:29]=3)=[O:23])[C:13]=2[CH:12]=[CH:11][C:10]1=[O:41]. The catalyst class is: 10. (3) Reactant: [CH3:1][O:2][C:3]([C:5]12[CH2:14][CH:9]3[CH2:10][CH:11]([CH2:13][C:7]([C:15]([NH:17][C@@H:18]([CH2:26][CH:27]4[CH2:32][CH2:31][CH:30]([O:33][C:34]([N:36]([CH3:38])[CH3:37])=[O:35])[CH2:29][CH2:28]4)[C:19]([O:21]C(C)(C)C)=[O:20])=[O:16])([CH2:8]3)[CH2:6]1)[CH2:12]2)=[O:4]. Product: [CH3:1][O:2][C:3]([C:5]12[CH2:12][CH:11]3[CH2:10][CH:9]([CH2:8][C:7]([C:15]([NH:17][C@@H:18]([CH2:26][CH:27]4[CH2:28][CH2:29][CH:30]([O:33][C:34]([N:36]([CH3:38])[CH3:37])=[O:35])[CH2:31][CH2:32]4)[C:19]([OH:21])=[O:20])=[O:16])([CH2:13]3)[CH2:6]1)[CH2:14]2)=[O:4]. The catalyst class is: 106.